From a dataset of Experimentally validated miRNA-target interactions with 360,000+ pairs, plus equal number of negative samples. Binary Classification. Given a miRNA mature sequence and a target amino acid sequence, predict their likelihood of interaction. (1) The miRNA is hsa-miR-4755-3p with sequence AGCCAGGCUCUGAAGGGAAAGU. The protein sequence of the target gene is MTLPVSDPAAWATAMNNLGMAPLGIAGQPILPDFDPALGMMTGIPPITPMMPGLGIVPPPIPPDMPVAKEIIHCKSCTLFPPNPNLPPPATRERPPGCKTVFVGGLPENGTEQIIVEVFEQCGEIIAIRKSKKNFCHIRFAEEYMVDKALYLSGYRIRLGSSTDKKDTGRLHVDFAQARDDLYEWECKQRMLAREERHRRRMEEERMRPPSPPPVVHYSDHECSIVAEKLKDDSKFSEAVQTLLTWIERGEVNRRSANHFYSMIQSANSHVRRLVNEKATHEKEMEEAKEKFKQALSGIL.... Result: 0 (no interaction). (2) The miRNA is hsa-miR-548o-3p with sequence CCAAAACUGCAGUUACUUUUGC. The protein sequence of the target gene is MTILLNSSLQRATFFLTGFQGLEGLHGWISIPFCFIYLTVILGNLTILHVICTDATLHGPMYYFLGMLAVTDLGLCLSTLPTVLGIFWFDTREIGIPACFTQLFFIHTLSSMESSVLLSMSIDRYVAVCNPLHDSTVLTPACIVKMGLSSVLRSALLILPLPFLLKRFQYCHSHVLAHAYCLHLEIMKLACSSIIVNHIYGLFVVACTVGVDSLLIFLSYALILRTVLSIASHQERLRALNTCVSHICAVLLFYIPMIGLSLVHRFGEHLPRVVHLFMSYVYLLVPPLMNPIIYSIKTKQ.... Result: 1 (interaction). (3) The miRNA is hsa-miR-629-3p with sequence GUUCUCCCAACGUAAGCCCAGC. The protein sequence of the target gene is MDGDGGRRDVPGTLMEPGRGAGPAGMAEPRAKAARPGPQRFLRRSVVESDQEEPPGLEAAEAPGPQPPQPLQRRVLLLCKTRRLIAERARGRPAAPAPAALVAQPGAPGAPADAGPEPVGTQEPGPDPIAAAVETAPAPDGGPREEAAATVRKEDEGAAEAKPEPGRTRRDEPEEEEDDEDDLKAVATSLDGRFLKFDIELGRGSFKTVYKGLDTETWVEVAWCELQDRKLTKLERQRFKEEAEMLKGLQHPNIVRFYDFWESSAKGKRCIVLVTELMTSGTLKTYLKRFKVMKPKVLRS.... Result: 1 (interaction). (4) The miRNA is hsa-miR-609 with sequence AGGGUGUUUCUCUCAUCUCU. The protein sequence of the target gene is MGFLKLIEIENFKSYKGRQIIGPFQRFTAIIGPNGSGKSNLMDAISFVLGEKTSNLRVKTLRDLIHGAPVGKPAANRAFVSMVYSEEGAEDRTFARVIVGGSSEYKINNKVVQLHEYSEELEKLGILIKARNFLVFQGAVESIAMKNPKERTALFEEISRSGELAQEYDKRKKEMVKAEEDTQFNYHRKKNIAAERKEAKQEKEEADRYQRLKDEVVRAQVQLQLFKLYHNEVEIEKLNKELASKNKEIEKDKKRMDKVEDELKEKKKELGKMMREQQQIEKEIKEKDSELNQKRPQYIK.... Result: 1 (interaction). (5) The miRNA is hsa-miR-2113 with sequence AUUUGUGCUUGGCUCUGUCAC. The protein sequence of the target gene is MTMLLDGGPQFPGLGVGSFGAPRHHEMPNREPAGMGLNPFGDSTHAAAAAAAAAAFKLSPATAHDLSSGQSSAFTPQGSGYANALGHHHHHHHHHHASQVPTYGGAASAAFNSTRDFLFRQRGSGLSEAASGGGQHGLFAGSASSLHAPAGIPEPPSYLLFPGLHEQGAGHPSPTGHVDNNQVHLGLRGELFGRADPYRPVASPRTDPYAASAQFPNYSPMNMNMGVNVAAHHGPGAFFRYMRQPIKQELSCKWIEEAQLSRPKKSCDRTFSTMHELVTHVTMEHVGGPEQNNHVCYWEE.... Result: 0 (no interaction). (6) The miRNA is hsa-miR-4776-5p with sequence GUGGACCAGGAUGGCAAGGGCU. The protein sequence of the target gene is MAAAAAETPEVLRECGCKGIRTCLICERQRGSDPPWELPPAKTYRFIYCSDTGWAVGTEESDFEGWAFPFPGVMLIEDFVTREEEAELVRLMDRDPWKLSQSGRRKQDYGPKVNFRKQKLKTEGFCGLPSFSREVVRRMGLYPGLEGFRPVEQCNLDYCPERGSAIDPHLDDAWLWGERLVSLNLLSPTVLSMCREAPGSLLLCSAPSAAPEALVDSVIAPSRSVLCQEVEVAIPLPARSLLVLTGAARHQWKHAIHRRHIEARRVCVTFRELSAEFGPGGRQQELGQELLRIALSFQGR.... Result: 0 (no interaction). (7) The miRNA is hsa-miR-3155b with sequence CCAGGCUCUGCAGUGGGA. The protein sequence of the target gene is MMRRSPSGLKSPRVSQGRKPRDPESLLFLRCCLGSEPHNLSSLLSPEAGQEPLPKLLPQPLAGHAAWGIHGVPTSLLLAGECWGQGMAVPADPPPASPYRTSPRPPPGPLPRYRPQQHLLLPLGRLHALCPGCPLQQSLQFERGTLSAPRLWSWMKLETIILSKLSQGQKTKHRMFSLISES. Result: 0 (no interaction). (8) The miRNA is hsa-miR-6783-5p with sequence UAGGGGAAAAGUCCUGAUCCGG. The protein sequence of the target gene is MSQGPPTGESSEPEAKVLHTKRLYRAVVEAVHRLDLILCNKTAYQEVFKPENISLRNKLRELCVKLMFLHPVDYGRKAEELLWRKVYYEVIQLIKTNKKHIHSRSTLECAYRTHLVAGIGFYQHLLLYIQSHYQLELQCCIDWTHVTDPLIGCKKPVSASGKEMDWAQMACHRCLVYLGDLSRYQNELAGVDTELLAERFYYQALSVAPQIGMPFNQLGTLAGSKYYNVEAMYCYLRCIQSEVSFEGAYGNLKRLYDKAAKMYHQLKKCETRKLSPGKKRCKDIKRLLVNFMYLQSLLQP.... Result: 0 (no interaction). (9) The miRNA is mmu-miR-1931 with sequence AUGCAAGGGCUGGUGCGAUGGC. The protein sequence of the target gene is MAGGIKVSVWSAVGPGPRCWGAGGGGGATWLLLVVAGCVVCGSADVNVVMLQESQVDMNSSQQFCYKNVLIPKWHDIWTRIQVRVNSSKLVRVTQVDNEEKLKELEQFSIWNFFSSFLKEKLNDTYVNVGLYSTKTCLKVEMIEKDTTYSVTVTRRFDPKLFLVFLLGLTLFFCGDLLSRSQIFYYSTGMSVGIVASLLIVIFMISKFMPKRSPIYVILVGGWSFSLYLIQLVFKNLQEIWRSYWHYLLSYILTVGFMSFAVCYKYGPLENERSINLLTWTLQLLGLGLMYSSIQIPHVA.... Result: 0 (no interaction). (10) The miRNA is mmu-miR-9-5p with sequence UCUUUGGUUAUCUAGCUGUAUGA. The protein sequence of the target gene is MSTGVPSGSSAATGSNRRLQQTQNQVDEVVDIMRVNVDKVLERDQKLSELDDRADALQAGASQFETSAAKLKRKYWWKNCKMWAIGISVLVIIVIIIIVWCVS. Result: 1 (interaction).